From a dataset of Forward reaction prediction with 1.9M reactions from USPTO patents (1976-2016). Predict the product of the given reaction. (1) The product is: [NH2:12][C:13]1[N:14]=[C:15]([C:28]2[CH:29]=[CH:30][CH:31]=[CH:32][CH:33]=2)[C:16]2[C:25](=[O:26])[C:24]3[C:19](=[C:20]([O:27][S:41]([C:44]([F:47])([F:46])[F:45])(=[O:43])=[O:42])[CH:21]=[CH:22][CH:23]=3)[C:17]=2[N:18]=1. Given the reactants CC([O-])(C)C.[K+].CN(C=O)C.[NH2:12][C:13]1[N:14]=[C:15]([C:28]2[CH:33]=[CH:32][CH:31]=[CH:30][CH:29]=2)[C:16]2[C:25](=[O:26])[C:24]3[C:19](=[C:20]([OH:27])[CH:21]=[CH:22][CH:23]=3)[C:17]=2[N:18]=1.C1(N([S:41]([C:44]([F:47])([F:46])[F:45])(=[O:43])=[O:42])[S:41]([C:44]([F:47])([F:46])[F:45])(=[O:43])=[O:42])C=CC=CC=1, predict the reaction product. (2) Given the reactants [Br:1][C:2]1[CH:3]=[CH:4][C:5](F)=[C:6]([CH:9]=1)[C:7]#[N:8].[NH:11]1[CH2:16][CH2:15][CH2:14][CH2:13][CH2:12]1.C(=O)([O-])[O-].[Cs+].[Cs+], predict the reaction product. The product is: [Br:1][C:2]1[CH:3]=[CH:4][C:5]([N:11]2[CH2:16][CH2:15][CH2:14][CH2:13][CH2:12]2)=[C:6]([CH:9]=1)[C:7]#[N:8]. (3) The product is: [CH:1]1([CH2:4][O:5][C:6]2[C:11]([F:12])=[CH:10][C:9]([C:13]3[O:14][C:15]4[CH:20]=[C:19]([O:21][CH2:22][C@@H:23]([NH:25][C:26]([N:35]5[CH2:38][CH2:37][CH2:36]5)=[O:27])[CH3:24])[N:18]=[CH:17][C:16]=4[N:33]=3)=[CH:8][C:7]=2[F:34])[CH2:3][CH2:2]1. Given the reactants [CH:1]1([CH2:4][O:5][C:6]2[C:11]([F:12])=[CH:10][C:9]([C:13]3[O:14][C:15]4[CH:20]=[C:19]([O:21][CH2:22][C@@H:23]([NH:25][C:26](=O)[O:27]C(C)(C)C)[CH3:24])[N:18]=[CH:17][C:16]=4[N:33]=3)=[CH:8][C:7]=2[F:34])[CH2:3][CH2:2]1.[NH:35]1[CH2:38][CH2:37][CH2:36]1, predict the reaction product. (4) Given the reactants [S:1]1([C:12]2[C:7](=[CH:8][CH:9]=[CH:10][CH:11]=2)[C:5](=[O:6])[NH:4]1)(=[O:3])=[O:2].[H-].[Na+].Br[CH2:16][CH2:17][CH2:18][CH2:19][CH2:20][CH2:21][O:22][Si:23]([C:26]([CH3:29])([CH3:28])[CH3:27])([CH3:25])[CH3:24], predict the reaction product. The product is: [Si:23]([O:22][CH2:21][CH2:20][CH2:19][CH2:18][CH2:17][CH2:16][N:4]1[C:5](=[O:6])[C:7]2[C:12](=[CH:11][CH:10]=[CH:9][CH:8]=2)[S:1]1(=[O:2])=[O:3])([C:26]([CH3:27])([CH3:28])[CH3:29])([CH3:25])[CH3:24]. (5) Given the reactants [CH3:1][O:2][CH2:3][CH2:4][O:5][C:6]1[CH:7]=[CH:8][C:9]([CH3:39])=[C:10]([C:12]2[C:16]3[CH:17]=[C:18]([CH2:21][O:22][C:23]4[CH:28]=[CH:27][C:26]([C@@H:29]([C:36]#[C:37][CH3:38])[CH2:30][C:31]([O:33]CC)=[O:32])=[CH:25][CH:24]=4)[CH:19]=[CH:20][C:15]=3[S:14][CH:13]=2)[CH:11]=1.[Li+].[OH-].Cl, predict the reaction product. The product is: [CH3:1][O:2][CH2:3][CH2:4][O:5][C:6]1[CH:7]=[CH:8][C:9]([CH3:39])=[C:10]([C:12]2[C:16]3[CH:17]=[C:18]([CH2:21][O:22][C:23]4[CH:28]=[CH:27][C:26]([C@@H:29]([C:36]#[C:37][CH3:38])[CH2:30][C:31]([OH:33])=[O:32])=[CH:25][CH:24]=4)[CH:19]=[CH:20][C:15]=3[S:14][CH:13]=2)[CH:11]=1. (6) Given the reactants [CH:1]1([NH:4][C:5](=[O:32])[C:6]2[CH:11]=[CH:10][C:9]([CH3:12])=[C:8]([N:13]3[CH:21]=[N:20][C:19]4[C:14]3=[N:15][CH:16]=[N:17][C:18]=4[C:22]3[CH:27]=[CH:26][C:25]([C:28]([NH:30][NH2:31])=[O:29])=[CH:24][CH:23]=3)[CH:7]=2)[CH2:3][CH2:2]1.[CH2:33](Cl)Cl, predict the reaction product. The product is: [CH:1]1([NH:4][C:5](=[O:32])[C:6]2[CH:11]=[CH:10][C:9]([CH3:12])=[C:8]([N:13]3[CH:21]=[N:20][C:19]4[C:14]3=[N:15][CH:16]=[N:17][C:18]=4[C:22]3[CH:27]=[CH:26][C:25]([C:28]4[O:29][CH:33]=[N:31][N:30]=4)=[CH:24][CH:23]=3)[CH:7]=2)[CH2:3][CH2:2]1. (7) Given the reactants C([O-])([O-])=O.[K+].[K+].Cl[CH2:8][C:9]1[N:10]=[N:11][C:12]([O:18][CH2:19][CH3:20])=[CH:13][C:14]=1[O:15][CH2:16][CH3:17].[F:21][C:22]1[CH:27]=[CH:26][CH:25]=[C:24]([C:28]2[NH:29][CH:30]=[CH:31][N:32]=2)[N:23]=1, predict the reaction product. The product is: [CH2:16]([O:15][C:14]1[CH:13]=[C:12]([O:18][CH2:19][CH3:20])[N:11]=[N:10][C:9]=1[CH2:8][N:32]1[CH:31]=[CH:30][N:29]=[C:28]1[C:24]1[CH:25]=[CH:26][CH:27]=[C:22]([F:21])[N:23]=1)[CH3:17]. (8) Given the reactants [NH2:1][C:2]1[C:3]([OH:12])=[N:4][CH:5]=[C:6]([C:8]([F:11])([F:10])[F:9])[CH:7]=1.C1COCC1.Cl.[CH2:19]([S:21][C:22]1[CH:30]=[CH:29][CH:28]=[CH:27][C:23]=1[C:24](O)=[O:25])[CH3:20].C(=O)([O-])O.[Na+], predict the reaction product. The product is: [CH2:19]([S:21][C:22]1[CH:30]=[CH:29][CH:28]=[CH:27][C:23]=1[C:24]([NH:1][C:2]1[C:3]([OH:12])=[N:4][CH:5]=[C:6]([C:8]([F:11])([F:9])[F:10])[CH:7]=1)=[O:25])[CH3:20]. (9) Given the reactants [H-].[Na+].[CH3:3][C:4]1([CH3:18])[C:8]([CH3:10])([CH3:9])[O:7][B:6]([C:11]2[CH:16]=[CH:15][C:14]([OH:17])=[CH:13][CH:12]=2)[O:5]1.[CH2:19](Cl)[O:20][CH3:21].O, predict the reaction product. The product is: [CH3:19][O:20][CH2:21][O:17][C:14]1[CH:15]=[CH:16][C:11]([B:6]2[O:5][C:4]([CH3:18])([CH3:3])[C:8]([CH3:9])([CH3:10])[O:7]2)=[CH:12][CH:13]=1. (10) Given the reactants [Br:1]Br.[CH:3]1([C:7]2[N:12]=[C:11]([C:13]([F:16])([F:15])[F:14])[N:10]=[C:9]([C:17]([O:19]CC)=[O:18])[CH:8]=2)[CH2:6][CH2:5][CH2:4]1.O.[OH-].[Li+].Cl, predict the reaction product. The product is: [Br:1][C:3]1([C:7]2[N:12]=[C:11]([C:13]([F:16])([F:15])[F:14])[N:10]=[C:9]([C:17]([OH:19])=[O:18])[CH:8]=2)[CH2:6][CH2:5][CH2:4]1.